The task is: Predict the product of the given reaction.. This data is from Forward reaction prediction with 1.9M reactions from USPTO patents (1976-2016). The product is: [Cl:1][C:2]1[CH:3]=[CH:4][C:5]2[NH:11][C:10](=[S:45])[CH:9]([CH2:13][N:14]3[N:18]=[N:17][C:16]([CH2:19][C:20]([O:22][CH2:23][CH3:24])=[O:21])=[N:15]3)[CH2:8][CH:7]([C:25]3[CH:30]=[CH:29][CH:28]=[C:27]([O:31][CH3:32])[C:26]=3[O:33][CH3:34])[C:6]=2[CH:35]=1. Given the reactants [Cl:1][C:2]1[CH:3]=[CH:4][C:5]2[NH:11][C:10](=O)[CH:9]([CH2:13][N:14]3[N:18]=[N:17][C:16]([CH2:19][C:20]([O:22][CH2:23][CH3:24])=[O:21])=[N:15]3)[CH2:8][CH:7]([C:25]3[CH:30]=[CH:29][CH:28]=[C:27]([O:31][CH3:32])[C:26]=3[O:33][CH3:34])[C:6]=2[CH:35]=1.COC1C=CC(P2(SP(C3C=CC(OC)=CC=3)(=S)S2)=[S:45])=CC=1, predict the reaction product.